From a dataset of Catalyst prediction with 721,799 reactions and 888 catalyst types from USPTO. Predict which catalyst facilitates the given reaction. The catalyst class is: 82. Reactant: [F:1][C:2]1[C:7]([F:8])=[CH:6][CH:5]=[CH:4][C:3]=1[C:9]([CH3:24])([CH3:23])[C:10]([CH:12]([C:18]([O:20][CH2:21][CH3:22])=[O:19])[C:13]([O:15]CC)=O)=[O:11]. Product: [F:8][C:7]1[C:2]([F:1])=[C:3]2[C:4]([C:13]([OH:15])=[C:12]([C:18]([O:20][CH2:21][CH3:22])=[O:19])[C:10](=[O:11])[C:9]2([CH3:23])[CH3:24])=[CH:5][CH:6]=1.